Dataset: Catalyst prediction with 721,799 reactions and 888 catalyst types from USPTO. Task: Predict which catalyst facilitates the given reaction. (1) Reactant: [CH3:1][N:2]1[C:11]2[C:6](=[CH:7][CH:8]=[C:9]([CH2:12][N:13]3[CH2:18][CH2:17][O:16][CH2:15][CH2:14]3)[CH:10]=2)[N:5]([CH:19]=[C:20]([C:26]([O:28]CC)=O)[C:21]([O:23][CH2:24][CH3:25])=[O:22])[CH2:4][C:3]1=[O:31].CS(O)(=O)=O.O=P12OP3(OP(OP(O3)(O1)=O)(=O)O2)=O.[OH-].[Na+].C(Cl)Cl. Product: [CH3:1][N:2]1[C:11]2[CH:10]=[C:9]([CH2:12][N:13]3[CH2:18][CH2:17][O:16][CH2:15][CH2:14]3)[CH:8]=[C:7]3[C:26](=[O:28])[C:20]([C:21]([O:23][CH2:24][CH3:25])=[O:22])=[CH:19][N:5]([C:6]=23)[CH2:4][C:3]1=[O:31]. The catalyst class is: 6. (2) Reactant: [Na].[O:2]=[C:3]1[CH:10]2[CH2:11][C:6]3([O:13][C:14]([C:16]([F:22])([F:21])[S:17]([OH:20])(=[O:19])=[O:18])=[O:15])[CH2:7][CH:8]([CH2:12][CH:4]1[CH2:5]3)[CH2:9]2.[Cl-].[C:24]1([S+:30]([C:37]2[CH:42]=[CH:41][CH:40]=[CH:39][CH:38]=2)[C:31]2[CH:36]=[CH:35][CH:34]=[CH:33][CH:32]=2)[CH:29]=[CH:28][CH:27]=[CH:26][CH:25]=1. Product: [O:2]=[C:3]1[CH:10]2[CH2:11][C:6]3([O:13][C:14]([C:16]([F:22])([F:21])[S:17]([O-:20])(=[O:18])=[O:19])=[O:15])[CH2:7][CH:8]([CH2:12][CH:4]1[CH2:5]3)[CH2:9]2.[C:37]1([S+:30]([C:24]2[CH:25]=[CH:26][CH:27]=[CH:28][CH:29]=2)[C:31]2[CH:36]=[CH:35][CH:34]=[CH:33][CH:32]=2)[CH:38]=[CH:39][CH:40]=[CH:41][CH:42]=1. The catalyst class is: 192. (3) Reactant: [C:1]1([CH3:32])[CH:6]=[CH:5][C:4]([N:7]([C:20]2[CH:29]=[CH:28][C:27]3[C:22](=[CH:23][CH:24]=[C:25]([O:30]C)[CH:26]=3)[CH:21]=2)[C:8]2[CH:17]=[CH:16][C:15]3[C:10](=[CH:11][CH:12]=[C:13]([O:18]C)[CH:14]=3)[CH:9]=2)=[CH:3][CH:2]=1.B(Br)(Br)Br. Product: [C:1]1([CH3:32])[CH:2]=[CH:3][C:4]([N:7]([C:20]2[CH:29]=[CH:28][C:27]3[C:22](=[CH:23][CH:24]=[C:25]([OH:30])[CH:26]=3)[CH:21]=2)[C:8]2[CH:17]=[CH:16][C:15]3[C:10](=[CH:11][CH:12]=[C:13]([OH:18])[CH:14]=3)[CH:9]=2)=[CH:5][CH:6]=1. The catalyst class is: 2. (4) Reactant: C[O:2][C:3]1[CH:4]=[C:5]([C:9]([CH3:13])([CH3:12])[C:10]#[N:11])[CH:6]=[CH:7][CH:8]=1.B(Br)(Br)Br. Product: [OH:2][C:3]1[CH:4]=[C:5]([C:9]([CH3:13])([CH3:12])[C:10]#[N:11])[CH:6]=[CH:7][CH:8]=1. The catalyst class is: 2. (5) Reactant: [H-].[Na+].[I:3][C:4]1[CH:11]=[CH:10][CH:9]=[CH:8][C:5]=1[CH2:6][OH:7].[F:12][C:13]1[CH:20]=[CH:19][CH:18]=[C:17](F)[C:14]=1[C:15]#[N:16]. Product: [F:12][C:13]1[CH:20]=[CH:19][CH:18]=[C:17]([O:7][CH2:6][C:5]2[CH:8]=[CH:9][CH:10]=[CH:11][C:4]=2[I:3])[C:14]=1[C:15]#[N:16]. The catalyst class is: 3. (6) Reactant: CCCC[N+](CCCC)(CCCC)CCCC.[F-].[CH3:19][O:20][C:21]1[CH:22]=[C:23]([C:33]([N:35]2[CH2:40][CH2:39][N:38]([CH3:41])[CH2:37][CH2:36]2)=[O:34])[CH:24]=[CH:25][C:26]=1[C:27]#[C:28][Si](C)(C)C. Product: [C:27]([C:26]1[CH:25]=[CH:24][C:23]([C:33]([N:35]2[CH2:36][CH2:37][N:38]([CH3:41])[CH2:39][CH2:40]2)=[O:34])=[CH:22][C:21]=1[O:20][CH3:19])#[CH:28]. The catalyst class is: 1.